From a dataset of Peptide-MHC class I binding affinity with 185,985 pairs from IEDB/IMGT. Regression. Given a peptide amino acid sequence and an MHC pseudo amino acid sequence, predict their binding affinity value. This is MHC class I binding data. (1) The peptide sequence is AMDEFIQRY. The MHC is HLA-A33:01 with pseudo-sequence HLA-A33:01. The binding affinity (normalized) is 0. (2) The peptide sequence is KRMMVRHCL. The MHC is HLA-B18:01 with pseudo-sequence HLA-B18:01. The binding affinity (normalized) is 0.0847. (3) The peptide sequence is SLVAIHLAC. The MHC is HLA-A80:01 with pseudo-sequence HLA-A80:01. The binding affinity (normalized) is 0.0847.